This data is from TCR-epitope binding with 47,182 pairs between 192 epitopes and 23,139 TCRs. The task is: Binary Classification. Given a T-cell receptor sequence (or CDR3 region) and an epitope sequence, predict whether binding occurs between them. (1) The epitope is YFPLQSYGF. The TCR CDR3 sequence is CASSQDQGTYYEQYF. Result: 1 (the TCR binds to the epitope). (2) The epitope is YLNTLTLAV. Result: 1 (the TCR binds to the epitope). The TCR CDR3 sequence is CASSTGDRGMETQYF.